Dataset: Catalyst prediction with 721,799 reactions and 888 catalyst types from USPTO. Task: Predict which catalyst facilitates the given reaction. Reactant: FC(F)(S(O[C:17]1[CH2:22][CH2:21][CH2:20][N:19]([C:23]([C:25]2[CH:30]=[CH:29][N:28]=[C:27]([N:31]([CH3:33])[CH3:32])[CH:26]=2)=[O:24])[CH:18]=1)(=O)=O)C(F)(F)C(F)(F)C(F)(F)F.[Cl:35][C:36]1[CH:41]=[CH:40][C:39](B(O)O)=[CH:38][CH:37]=1.C(=O)([O-])[O-].[Cs+].[Cs+].O. The catalyst class is: 755. Product: [Cl:35][C:36]1[CH:41]=[CH:40][C:39]([C:17]2[CH2:22][CH2:21][CH2:20][N:19]([C:23]([C:25]3[CH:30]=[CH:29][N:28]=[C:27]([N:31]([CH3:32])[CH3:33])[CH:26]=3)=[O:24])[CH:18]=2)=[CH:38][CH:37]=1.